Dataset: Forward reaction prediction with 1.9M reactions from USPTO patents (1976-2016). Task: Predict the product of the given reaction. (1) Given the reactants [CH:1]1([NH:4][C:5]([NH:7][C:8]2[CH:13]=[CH:12][C:11]([O:14][C:15]3[CH:20]=[CH:19][N:18]=[C:17]4[CH:21]=[C:22]([C:24]5[CH:29]=[CH:28][C:27]([CH2:30][OH:31])=[CH:26][N:25]=5)[S:23][C:16]=34)=[C:10]([F:32])[CH:9]=2)=[O:6])[CH2:3][CH2:2]1.[CH3:33][S:34](Cl)(=[O:36])=[O:35].O, predict the reaction product. The product is: [CH3:33][S:34]([O:31][CH2:30][C:27]1[CH:26]=[N:25][C:24]([C:22]2[S:23][C:16]3[C:17](=[N:18][CH:19]=[CH:20][C:15]=3[O:14][C:11]3[CH:12]=[CH:13][C:8]([NH:7][C:5]([NH:4][CH:1]4[CH2:2][CH2:3]4)=[O:6])=[CH:9][C:10]=3[F:32])[CH:21]=2)=[CH:29][CH:28]=1)(=[O:36])=[O:35]. (2) The product is: [CH2:10]([C:17]1[N:25]([CH2:45][CH2:9][NH:2][CH2:3][CH3:4])[C:24]2[C:23](=[O:26])[N:22]([CH2:27][CH2:28][CH2:29][N:30]([CH3:32])[CH3:31])[C:21](=[O:33])[N:20]([CH2:34][CH2:35][C:36]3[CH:37]=[CH:38][C:39]([N+:42]([O-:44])=[O:43])=[CH:40][CH:41]=3)[C:19]=2[N:18]=1)[C:11]1[CH:16]=[CH:15][CH:14]=[CH:13][CH:12]=1. Given the reactants C[N:2]([CH3:9])[CH2:3][CH2:4]CN=C=O.[CH2:10]([C:17]1[NH:25][C:24]2[C:23](=[O:26])[N:22]([CH2:27][CH2:28][CH2:29][N:30]([CH3:32])[CH3:31])[C:21](=[O:33])[N:20]([CH2:34][CH2:35][C:36]3[CH:41]=[CH:40][C:39]([N+:42]([O-:44])=[O:43])=[CH:38][CH:37]=3)[C:19]=2[N:18]=1)[C:11]1[CH:16]=[CH:15][CH:14]=[CH:13][CH:12]=1.[C:45](=O)([O-])[O-].[Na+].[Na+].C(N)C, predict the reaction product. (3) Given the reactants [I:1][C:2]1[CH:3]=[C:4]2[C:9](=[CH:10][CH:11]=1)[C:8](=[O:12])[NH:7][C:6](=[O:13])/[C:5]/2=[CH:14]\[NH:15][C:16]1[CH:21]=[CH:20][C:19]([N:22]2[CH2:27][CH2:26][NH:25][CH2:24][CH2:23]2)=[CH:18][CH:17]=1.[C:28](O[BH-](OC(=O)C)OC(=O)C)(=O)[CH3:29].[Na+].C(=O)C.C(O)(=O)C.C(=O)(O)[O-].[Na+], predict the reaction product. The product is: [CH2:28]([N:25]1[CH2:24][CH2:23][N:22]([C:19]2[CH:18]=[CH:17][C:16]([NH:15]/[CH:14]=[C:5]3\[C:6](=[O:13])[NH:7][C:8](=[O:12])[C:9]4[C:4]\3=[CH:3][C:2]([I:1])=[CH:11][CH:10]=4)=[CH:21][CH:20]=2)[CH2:27][CH2:26]1)[CH3:29]. (4) Given the reactants N#N.[CH3:3][C:4]1([C:9]2[CH:10]=[C:11]([CH2:15][OH:16])[CH:12]=[CH:13][CH:14]=2)[O:8][CH2:7][CH2:6][O:5]1.CCN(CC)CC.[S:24](Cl)([CH3:27])(=[O:26])=[O:25], predict the reaction product. The product is: [CH3:3][C:4]1([C:9]2[CH:10]=[C:11]([CH:12]=[CH:13][CH:14]=2)[CH2:15][O:16][S:24]([CH3:27])(=[O:26])=[O:25])[O:5][CH2:6][CH2:7][O:8]1. (5) Given the reactants [C:1]([C:3]1[CH:10]=[CH:9][C:6]([CH:7]=O)=[CH:5][CH:4]=1)#[N:2].Cl.[O:12]([NH2:14])[CH3:13], predict the reaction product. The product is: [CH3:13][O:12][N:14]=[CH:7][C:6]1[CH:9]=[CH:10][C:3]([C:1]#[N:2])=[CH:4][CH:5]=1. (6) The product is: [C:12]([C:15]1[C:23]2[C:18](=[CH:19][N:20]=[C:21]([CH2:1][CH3:2])[CH:22]=2)[N:17]([CH2:24][C:25]([OH:27])=[O:26])[N:16]=1)(=[O:14])[NH2:13]. Given the reactants [CH2:1](C1C=C2C=NNC2=CN=1)[CH3:2].[C:12]([C:15]1[C:23]2[C:18](=[CH:19][N:20]=[CH:21][CH:22]=2)[N:17]([CH2:24][C:25]([OH:27])=[O:26])[N:16]=1)(=[O:14])[NH2:13], predict the reaction product. (7) The product is: [CH2:13]([N:14]1[CH:4]([OH:6])[C:3]2[C:2](=[CH:10][CH:9]=[CH:8][CH:7]=2)[C:1]1=[O:11])[C:21]1[CH:16]=[CH:17][CH:18]=[CH:19][CH:20]=1. Given the reactants [C:1]1(=[O:11])[O:6][C:4](=O)[C:3]2=[CH:7][CH:8]=[CH:9][CH:10]=[C:2]12.O[CH:13]1[C:21]2[C:16](=[CH:17][CH:18]=[CH:19][CH:20]=2)C(=O)[N:14]1CC1SC=CC=1.C(N)C1C=CC=CC=1, predict the reaction product. (8) Given the reactants [CH2:1]([C:3]1[CH:8]=[C:7]([CH2:9][OH:10])[CH:6]=[CH:5][C:4]=1[OH:11])[CH3:2].C(=O)([O-])[O-].[Cs+].[Cs+].Br[CH2:19][C:20]([O:22][CH2:23][CH3:24])=[O:21].CCOC(C)=O, predict the reaction product. The product is: [CH2:1]([C:3]1[CH:8]=[C:7]([CH2:9][OH:10])[CH:6]=[CH:5][C:4]=1[O:11][CH2:19][C:20]([O:22][CH2:23][CH3:24])=[O:21])[CH3:2].